Dataset: NCI-60 drug combinations with 297,098 pairs across 59 cell lines. Task: Regression. Given two drug SMILES strings and cell line genomic features, predict the synergy score measuring deviation from expected non-interaction effect. (1) Drug 1: C1=NC(=NC(=O)N1C2C(C(C(O2)CO)O)O)N. Drug 2: C1C(C(OC1N2C=NC3=C2NC=NCC3O)CO)O. Cell line: DU-145. Synergy scores: CSS=24.2, Synergy_ZIP=-3.15, Synergy_Bliss=3.05, Synergy_Loewe=2.06, Synergy_HSA=4.72. (2) Drug 1: C1=NC2=C(N=C(N=C2N1C3C(C(C(O3)CO)O)O)F)N. Cell line: M14. Synergy scores: CSS=5.77, Synergy_ZIP=-2.55, Synergy_Bliss=-2.48, Synergy_Loewe=-3.42, Synergy_HSA=-3.71. Drug 2: C1=CN(C=N1)CC(O)(P(=O)(O)O)P(=O)(O)O. (3) Drug 1: CS(=O)(=O)OCCCCOS(=O)(=O)C. Drug 2: C1C(C(OC1N2C=NC3=C2NC=NCC3O)CO)O. Cell line: MOLT-4. Synergy scores: CSS=33.9, Synergy_ZIP=-2.45, Synergy_Bliss=-1.64, Synergy_Loewe=2.80, Synergy_HSA=2.98. (4) Drug 1: CC1=C(C=C(C=C1)NC2=NC=CC(=N2)N(C)C3=CC4=NN(C(=C4C=C3)C)C)S(=O)(=O)N.Cl. Drug 2: C(CCl)NC(=O)N(CCCl)N=O. Cell line: IGROV1. Synergy scores: CSS=6.16, Synergy_ZIP=-1.95, Synergy_Bliss=0.132, Synergy_Loewe=-1.31, Synergy_HSA=0.330. (5) Drug 1: C1=C(C(=O)NC(=O)N1)N(CCCl)CCCl. Drug 2: CC(C)NC(=O)C1=CC=C(C=C1)CNNC.Cl. Cell line: EKVX. Synergy scores: CSS=-0.473, Synergy_ZIP=-3.53, Synergy_Bliss=-5.78, Synergy_Loewe=-11.8, Synergy_HSA=-6.69. (6) Drug 1: C1=NC2=C(N1)C(=S)N=CN2. Drug 2: CCCCCOC(=O)NC1=NC(=O)N(C=C1F)C2C(C(C(O2)C)O)O. Cell line: HCT-15. Synergy scores: CSS=-8.38, Synergy_ZIP=1.79, Synergy_Bliss=-2.18, Synergy_Loewe=-2.28, Synergy_HSA=-4.20.